From a dataset of NCI-60 drug combinations with 297,098 pairs across 59 cell lines. Regression. Given two drug SMILES strings and cell line genomic features, predict the synergy score measuring deviation from expected non-interaction effect. (1) Drug 1: C1=CC(=C2C(=C1NCCNCCO)C(=O)C3=C(C=CC(=C3C2=O)O)O)NCCNCCO. Drug 2: C1CN1P(=S)(N2CC2)N3CC3. Cell line: HL-60(TB). Synergy scores: CSS=65.4, Synergy_ZIP=0.668, Synergy_Bliss=-3.81, Synergy_Loewe=-3.90, Synergy_HSA=-1.61. (2) Drug 1: CC1=CC2C(CCC3(C2CCC3(C(=O)C)OC(=O)C)C)C4(C1=CC(=O)CC4)C. Drug 2: CC1C(C(=O)NC(C(=O)N2CCCC2C(=O)N(CC(=O)N(C(C(=O)O1)C(C)C)C)C)C(C)C)NC(=O)C3=C4C(=C(C=C3)C)OC5=C(C(=O)C(=C(C5=N4)C(=O)NC6C(OC(=O)C(N(C(=O)CN(C(=O)C7CCCN7C(=O)C(NC6=O)C(C)C)C)C)C(C)C)C)N)C. Cell line: SF-295. Synergy scores: CSS=22.8, Synergy_ZIP=6.14, Synergy_Bliss=10.3, Synergy_Loewe=6.59, Synergy_HSA=7.50. (3) Drug 1: CC1CCC2CC(C(=CC=CC=CC(CC(C(=O)C(C(C(=CC(C(=O)CC(OC(=O)C3CCCCN3C(=O)C(=O)C1(O2)O)C(C)CC4CCC(C(C4)OC)OCCO)C)C)O)OC)C)C)C)OC. Drug 2: CCN(CC)CCNC(=O)C1=C(NC(=C1C)C=C2C3=C(C=CC(=C3)F)NC2=O)C. Cell line: OVCAR-5. Synergy scores: CSS=1.21, Synergy_ZIP=-0.134, Synergy_Bliss=2.06, Synergy_Loewe=-3.24, Synergy_HSA=0.222. (4) Drug 1: C1=CC(=CC=C1CC(C(=O)O)N)N(CCCl)CCCl.Cl. Drug 2: CC1C(C(=O)NC(C(=O)N2CCCC2C(=O)N(CC(=O)N(C(C(=O)O1)C(C)C)C)C)C(C)C)NC(=O)C3=C4C(=C(C=C3)C)OC5=C(C(=O)C(=C(C5=N4)C(=O)NC6C(OC(=O)C(N(C(=O)CN(C(=O)C7CCCN7C(=O)C(NC6=O)C(C)C)C)C)C(C)C)C)N)C. Synergy scores: CSS=7.61, Synergy_ZIP=1.71, Synergy_Bliss=7.11, Synergy_Loewe=-0.324, Synergy_HSA=1.33. Cell line: MDA-MB-435. (5) Drug 1: COCCOC1=C(C=C2C(=C1)C(=NC=N2)NC3=CC=CC(=C3)C#C)OCCOC.Cl. Drug 2: B(C(CC(C)C)NC(=O)C(CC1=CC=CC=C1)NC(=O)C2=NC=CN=C2)(O)O. Cell line: UO-31. Synergy scores: CSS=55.1, Synergy_ZIP=-1.49, Synergy_Bliss=1.48, Synergy_Loewe=-16.4, Synergy_HSA=0.548. (6) Drug 1: CC1C(C(CC(O1)OC2CC(CC3=C2C(=C4C(=C3O)C(=O)C5=C(C4=O)C(=CC=C5)OC)O)(C(=O)CO)O)N)O.Cl. Drug 2: C1CNP(=O)(OC1)N(CCCl)CCCl. Cell line: A498. Synergy scores: CSS=2.00, Synergy_ZIP=-1.66, Synergy_Bliss=-1.45, Synergy_Loewe=-1.25, Synergy_HSA=-1.24.